This data is from Forward reaction prediction with 1.9M reactions from USPTO patents (1976-2016). The task is: Predict the product of the given reaction. (1) Given the reactants [CH2:1]([O:3][C:4](=[O:14])[CH:5]([O:10][CH2:11][CH:12]=[CH2:13])[CH:6]([OH:9])C=C)[CH3:2], predict the reaction product. The product is: [CH2:1]([O:3][C:4]([CH:5]1[CH:6]([OH:9])[CH:13]=[CH:12][CH2:11][O:10]1)=[O:14])[CH3:2]. (2) Given the reactants [O:1]=[C:2]1[C@H:8]2[CH2:9][C@H:4]([CH2:5][CH2:6][C@@H:7]2[C:10]([O:12][C:13]([CH3:16])([CH3:15])[CH3:14])=[O:11])[O:3]1.[Li+].[OH-:18], predict the reaction product. The product is: [C:13]([O:12][C:10]([C@H:7]1[CH2:6][CH2:5][C@H:4]([OH:3])[CH2:9][C@@H:8]1[C:2]([OH:18])=[O:1])=[O:11])([CH3:16])([CH3:15])[CH3:14]. (3) Given the reactants [CH3:1][C:2]1[C:6]2[CH:7]=[CH:8][C:9]([C:11]([F:14])([F:13])[F:12])=[CH:10][C:5]=2[S:4][C:3]=1[CH:15]([CH2:22][CH2:23][CH3:24])[CH2:16][C:17](OCC)=[O:18].[H-].C([Al+]CC(C)C)C(C)C.O, predict the reaction product. The product is: [CH3:1][C:2]1[C:6]2[CH:7]=[CH:8][C:9]([C:11]([F:14])([F:12])[F:13])=[CH:10][C:5]=2[S:4][C:3]=1[CH:15]([CH2:22][CH2:23][CH3:24])[CH2:16][CH2:17][OH:18].